From a dataset of Full USPTO retrosynthesis dataset with 1.9M reactions from patents (1976-2016). Predict the reactants needed to synthesize the given product. (1) Given the product [OH:9][C@@H:10]1[C@H:6]([NH:7][C:12](=[O:13])[O:14][C:15]([CH3:16])([CH3:17])[CH3:18])[CH:5]=[C:4]([C:19]2[CH:24]=[CH:23][N:22]=[CH:21][C:20]=2[N+:25]([O-:27])=[O:26])[CH2:3][C@@H:2]1[CH3:1], predict the reactants needed to synthesize it. The reactants are: [CH3:1][C@@H:2]1[C@H:10]2[C@H:6]([N:7]([C:12]([O:14][C:15]([CH3:18])([CH3:17])[CH3:16])=[O:13])C(=O)[O:9]2)[CH:5]=[C:4]([C:19]2[CH:24]=[CH:23][N:22]=[CH:21][C:20]=2[N+:25]([O-:27])=[O:26])[CH2:3]1.[Li+].[OH-]. (2) The reactants are: [F:1][C:2]1[CH:7]=[CH:6][C:5]([F:8])=[CH:4][C:3]=1[C@@H:9]1[N:13]([C:14]2[CH:19]=[CH:18][N:17]3[N:20]=[CH:21][C:22]([C:23]([OH:25])=O)=[C:16]3[N:15]=2)[C:12]([CH3:27])([CH3:26])[CH2:11][CH2:10]1.[Cl-].[NH4+:29]. Given the product [F:1][C:2]1[CH:7]=[CH:6][C:5]([F:8])=[CH:4][C:3]=1[C@@H:9]1[N:13]([C:14]2[CH:19]=[CH:18][N:17]3[N:20]=[CH:21][C:22]([C:23]([NH2:29])=[O:25])=[C:16]3[N:15]=2)[C:12]([CH3:27])([CH3:26])[CH2:11][CH2:10]1, predict the reactants needed to synthesize it. (3) Given the product [CH3:20][C:13]1[CH:12]=[C:11]([O:10][CH2:9][CH2:8][N:5]2[CH2:6][CH2:7][N:2]([CH3:1])[CH2:3][CH2:4]2)[CH:16]=[CH:15][C:14]=1[NH2:17], predict the reactants needed to synthesize it. The reactants are: [CH3:1][N:2]1[CH2:7][CH2:6][N:5]([CH2:8][CH2:9][O:10][C:11]2[CH:16]=[CH:15][C:14]([N+:17]([O-])=O)=[C:13]([CH3:20])[CH:12]=2)[CH2:4][CH2:3]1. (4) The reactants are: [CH:1]([C:3]1[CH:4]=[CH:5][C:6]2[O:10][C:9]([C:11]3[CH:12]=[N:13][CH:14]=[C:15]([C:18]=3[NH:19][C:20]3[C:21]([CH3:29])=[C:22]4[C:26](=[CH:27][CH:28]=3)[NH:25][CH:24]=[CH:23]4)[C:16]#[N:17])=[CH:8][C:7]=2[CH:30]=1)=[O:2].[OH:31][CH2:32][CH:33]1[CH2:38][CH2:37][NH:36][CH2:35][CH2:34]1.C(O)(=O)C.C(O[BH-](OC(=O)C)OC(=O)C)(=O)C.[Na+]. Given the product [OH:31][CH2:32][CH:33]1[CH2:38][CH2:37][N:36]([CH2:1][C:3]2[CH:4]=[CH:5][C:6]3[O:10][C:9]([C:11]4[CH:12]=[N:13][CH:14]=[C:15]([C:18]=4[NH:19][C:20]4[C:21]([CH3:29])=[C:22]5[C:26](=[CH:27][CH:28]=4)[NH:25][CH:24]=[CH:23]5)[C:16]#[N:17])=[CH:8][C:7]=3[CH:30]=2)[CH2:35][CH2:34]1.[OH:2][CH2:1][C:3]1[CH:4]=[CH:5][C:6]2[O:10][C:9]([C:11]3[CH:12]=[N:13][CH:14]=[C:15]([C:18]=3[NH:19][C:20]3[C:21]([CH3:29])=[C:22]4[C:26](=[CH:27][CH:28]=3)[NH:25][CH:24]=[CH:23]4)[C:16]#[N:17])=[CH:8][C:7]=2[CH:30]=1, predict the reactants needed to synthesize it. (5) The reactants are: C([O:5][C:6](=[O:39])[CH2:7][N:8]1[C:12]2[CH:13]=[CH:14][C:15]([N:17]([CH2:28][C:29]3[CH:34]=[CH:33][CH:32]=[C:31]([Cl:35])[CH:30]=3)[S:18]([C:21]3[CH:26]=[CH:25][C:24]([F:27])=[CH:23][CH:22]=3)(=[O:20])=[O:19])=[CH:16][C:11]=2[N:10]=[C:9]1[CH2:36][CH2:37][CH3:38])(C)(C)C.C(O)(C(F)(F)F)=O. Given the product [Cl:35][C:31]1[CH:30]=[C:29]([CH:34]=[CH:33][CH:32]=1)[CH2:28][N:17]([S:18]([C:21]1[CH:22]=[CH:23][C:24]([F:27])=[CH:25][CH:26]=1)(=[O:19])=[O:20])[C:15]1[CH:14]=[CH:13][C:12]2[N:8]([CH2:7][C:6]([OH:39])=[O:5])[C:9]([CH2:36][CH2:37][CH3:38])=[N:10][C:11]=2[CH:16]=1, predict the reactants needed to synthesize it.